Predict the product of the given reaction. From a dataset of Forward reaction prediction with 1.9M reactions from USPTO patents (1976-2016). Given the reactants [CH3:1][O:2][CH2:3][CH2:4]Br.[I:6][C:7]1[N:8]=[CH:9][NH:10][C:11]=1[I:12].[OH-].[Na+], predict the reaction product. The product is: [I:6][C:7]1[N:8]=[CH:9][N:10]([CH2:4][CH2:3][O:2][CH3:1])[C:11]=1[I:12].